Task: Binary Classification. Given a drug SMILES string, predict its activity (active/inactive) in a high-throughput screening assay against a specified biological target.. Dataset: Cav3 T-type calcium channel HTS with 100,875 compounds (1) The compound is o1c2c(c(NCc3ccccc3)c(N)c1=O)cccc2. The result is 0 (inactive). (2) The compound is Brc1oc(C(=O)Nc2cc3c(cc(N4CCN(CC4)C)nc3cc2)C)cc1. The result is 0 (inactive). (3) The result is 0 (inactive). The molecule is S(C(c1ccccc1)C(=O)Nc1cc(ccc1)C(F)(F)F)c1n(C)cnn1. (4) The compound is Brc1ccc(N(C(=O)c2sccc2)C(=O)c2sccc2)nc1. The result is 0 (inactive). (5) The compound is S(c1n(CC2OCCC2)c(nn1)c1c(occ1)C)CC(=O)Nc1ccc(OCC)cc1. The result is 0 (inactive).